This data is from Full USPTO retrosynthesis dataset with 1.9M reactions from patents (1976-2016). The task is: Predict the reactants needed to synthesize the given product. (1) Given the product [CH:22]1([NH:28][C:29]([CH:2]([NH:1][C:13](=[O:21])[C:14]2[CH:15]=[CH:16][CH:17]=[CH:18][CH:19]=2)[CH2:3][CH2:4][CH2:5][CH3:6])=[O:12])[CH2:27][CH2:26][CH2:25][CH2:24][CH2:23]1, predict the reactants needed to synthesize it. The reactants are: [NH:1]1[CH2:6][CH2:5][CH2:4][CH2:3][CH2:2]1.C(=[O:12])CCCC.[C:13]([OH:21])(=O)[C:14]1[CH:19]=[CH:18][CH:17]=[CH:16][CH:15]=1.[CH:22]1([N+:28]#[C-:29])[CH2:27][CH2:26][CH2:25][CH2:24][CH2:23]1. (2) Given the product [C:18]([O:22][C:23]([N:25]1[CH2:30][CH2:29][C:28](=[C:8]([C:6]([O:5][CH2:4][CH3:3])=[O:7])[CH3:9])[CH2:27][CH2:26]1)=[O:24])([CH3:21])([CH3:19])[CH3:20], predict the reactants needed to synthesize it. The reactants are: [H-].[Na+].[CH3:3][CH2:4][O:5][C:6]([CH:8](P(OCC)(OCC)=O)[CH3:9])=[O:7].[C:18]([O:22][C:23]([N:25]1[CH2:30][CH2:29][CH2:28][CH2:27][CH2:26]1)=[O:24])([CH3:21])([CH3:20])[CH3:19]. (3) Given the product [F:1][C:2]1[CH:41]=[C:40]([NH:42][C:43]([C:45]2[C:46](=[O:58])[N:47]([C:51]3[CH:52]=[CH:53][C:54]([F:57])=[CH:55][CH:56]=3)[N:48]=[CH:49][CH:50]=2)=[O:44])[CH:39]=[CH:38][C:3]=1[O:4][C:5]1[CH:10]=[CH:9][N:8]=[C:7]2[NH:11][N:12]=[C:13]([O:14][C@H:15]3[CH2:20][CH2:19][NH:18][CH2:17][C@H:16]3[OH:28])[C:6]=12, predict the reactants needed to synthesize it. The reactants are: [F:1][C:2]1[CH:41]=[C:40]([NH:42][C:43]([C:45]2[C:46](=[O:58])[N:47]([C:51]3[CH:56]=[CH:55][C:54]([F:57])=[CH:53][CH:52]=3)[N:48]=[CH:49][CH:50]=2)=[O:44])[CH:39]=[CH:38][C:3]=1[O:4][C:5]1[CH:10]=[CH:9][N:8]=[C:7]2[N:11](CC3C=CC(OC)=CC=3)[N:12]=[C:13]([O:14][C@H:15]3[CH2:20][CH2:19][N:18](C(OC(C)(C)C)=O)[CH2:17][C@H:16]3[OH:28])[C:6]=12.FC(F)(F)C(O)=O. (4) Given the product [CH3:10][CH:9]([C:6]1[CH:7]=[CH:8][C:3]([CH2:2][O:1][CH2:25][CH2:26][OH:27])=[CH:4][CH:5]=1)[CH2:11][CH2:12][CH2:13][CH2:14][CH2:15][CH2:16][CH2:17][CH2:18][CH2:19][CH2:20][CH3:21], predict the reactants needed to synthesize it. The reactants are: [OH:1][CH2:2][C:3]1[CH:8]=[CH:7][C:6]([CH:9]([CH2:11][CH2:12][CH2:13][CH2:14][CH2:15][CH2:16][CH2:17][CH2:18][CH2:19][CH2:20][CH3:21])[CH3:10])=[CH:5][CH:4]=1.[H-].[Na+].Br[CH2:25][CH2:26][O:27][Si](C(C)(C)C)(C)C.[F-].C([N+](CCCC)(CCCC)CCCC)CCC.